This data is from Reaction yield outcomes from USPTO patents with 853,638 reactions. The task is: Predict the reaction yield, written as a fraction of the theoretical maximum amount of product (1.0 means a 100% yield; for example, 0.34 means a 34% yield). The yield is 0.800. The reactants are [NH2:1][C:2]1[C:7]([F:8])=[C:6]([O:9][CH3:10])[CH:5]=[CH:4][C:3]=1[C:11](=[O:13])[CH3:12].[CH:14]([C:17]1[N:18]=[C:19]([C:22](Cl)=[O:23])[S:20][CH:21]=1)([CH3:16])[CH3:15].C(C1C=CC(OC)=CC=1NC(C1SC=C(C(C)C)N=1)=O)(=O)C. No catalyst specified. The product is [C:11]([C:3]1[C:2]([NH:1][C:22]([C:19]2[S:20][CH:21]=[C:17]([CH:14]([CH3:16])[CH3:15])[N:18]=2)=[O:23])=[C:7]([F:8])[C:6]([O:9][CH3:10])=[CH:5][CH:4]=1)(=[O:13])[CH3:12].